From a dataset of Forward reaction prediction with 1.9M reactions from USPTO patents (1976-2016). Predict the product of the given reaction. (1) The product is: [CH2:1]([C:5]1[C:6]([CH2:13][C:14]2[CH:15]=[C:16]([CH2:31][CH2:32][CH3:33])[C:17]([O:23][Si:24]([C:27]([CH3:30])([CH3:29])[CH3:28])([CH3:26])[CH3:25])=[C:18]([CH2:20][CH2:21][CH3:22])[CH:19]=2)=[C:7]([O:12][CH2:56][CH2:55][O:54][CH3:53])[N:8]=[C:9]([CH3:11])[N:10]=1)[CH2:2][CH2:3][CH3:4].[CH2:1]([C:5]1[N:10]=[C:9]([CH3:11])[N:8]([O:57][CH2:56][CH2:55][O:54][CH3:53])[C:7](=[O:12])[C:6]=1[CH2:13][C:14]1[CH:15]=[C:16]([CH2:31][CH2:32][CH3:33])[C:17]([O:23][Si:24]([C:27]([CH3:30])([CH3:29])[CH3:28])([CH3:26])[CH3:25])=[C:18]([CH2:20][CH2:21][CH3:22])[CH:19]=1)[CH2:2][CH2:3][CH3:4]. Given the reactants [CH2:1]([C:5]1[N:10]=[C:9]([CH3:11])[NH:8][C:7](=[O:12])[C:6]=1[CH2:13][C:14]1[CH:19]=[C:18]([CH2:20][CH2:21][CH3:22])[C:17]([O:23][Si:24]([C:27]([CH3:30])([CH3:29])[CH3:28])([CH3:26])[CH3:25])=[C:16]([CH2:31][CH2:32][CH3:33])[CH:15]=1)[CH2:2][CH2:3][CH3:4].C1(P(C2C=CC=CC=2)C2C=CC=CC=2)C=CC=CC=1.[CH3:53][O:54][CH2:55][CH2:56][OH:57].N(C(OCC)=O)=NC(OCC)=O, predict the reaction product. (2) Given the reactants [Cl:1][CH2:2][C@H:3]([OH:9])[CH2:4][C:5]([O:7][CH3:8])=[O:6].[C:10]([Si:14](Cl)([CH3:16])[CH3:15])([CH3:13])([CH3:12])[CH3:11].N1C=CN=C1.Cl, predict the reaction product. The product is: [Si:14]([O:9][C@@H:3]([CH2:2][Cl:1])[CH2:4][C:5]([O:7][CH3:8])=[O:6])([C:10]([CH3:13])([CH3:12])[CH3:11])([CH3:16])[CH3:15]. (3) Given the reactants [CH3:1][C:2]([O:5][C:6]([NH:8][CH2:9][CH2:10][NH:11][C:12]([C@H:14]1[CH2:19][CH2:18][CH2:17][N:16](C(OCC2C=CC=CC=2)=O)[CH2:15]1)=[O:13])=[O:7])([CH3:4])[CH3:3], predict the reaction product. The product is: [NH:16]1[CH2:17][CH2:18][CH2:19][C@H:14]([C:12]([NH:11][CH2:10][CH2:9][NH:8][C:6](=[O:7])[O:5][C:2]([CH3:3])([CH3:1])[CH3:4])=[O:13])[CH2:15]1. (4) Given the reactants C([O:3][CH2:4][CH2:5][O:6][NH:7][C:8]([C:10]1[C:11]([NH:19][C:20]2[CH:25]=[CH:24][C:23]([Br:26])=[CH:22][C:21]=2[F:27])=[C:12]2[C:16](=[CH:17][CH:18]=1)[NH:15][N:14]=[CH:13]2)=[O:9])=C.Cl, predict the reaction product. The product is: [OH:3][CH2:4][CH2:5][O:6][NH:7][C:8]([C:10]1[C:11]([NH:19][C:20]2[CH:25]=[CH:24][C:23]([Br:26])=[CH:22][C:21]=2[F:27])=[C:12]2[C:16](=[CH:17][CH:18]=1)[NH:15][N:14]=[CH:13]2)=[O:9].